This data is from Forward reaction prediction with 1.9M reactions from USPTO patents (1976-2016). The task is: Predict the product of the given reaction. Given the reactants [N:1]1[N:5]2[CH2:6][CH2:7][N:8]([C:10]([O:12][C:13]([CH3:16])([CH3:15])[CH3:14])=[O:11])[CH2:9][C:4]2=[CH:3][CH:2]=1.C1C(=O)N([I:24])C(=O)C1, predict the reaction product. The product is: [I:24][C:3]1[CH:2]=[N:1][N:5]2[CH2:6][CH2:7][N:8]([C:10]([O:12][C:13]([CH3:16])([CH3:15])[CH3:14])=[O:11])[CH2:9][C:4]=12.